Task: Predict the product of the given reaction.. Dataset: Forward reaction prediction with 1.9M reactions from USPTO patents (1976-2016) (1) Given the reactants [CH3:1][C:2]1[CH:3]=[C:4]([CH:18]=[CH:19][C:20]=1[CH3:21])[C:5]([C:7]1[C:16](=[O:17])[C:15]2[C:10](=[CH:11][CH:12]=[CH:13][N:14]=2)[NH:9][CH:8]=1)=[O:6].[H-].[Na+].[CH3:24][C:25]1[CH:30]=[CH:29][CH:28]=[C:27]([CH2:31]Br)[N:26]=1, predict the reaction product. The product is: [CH3:1][C:2]1[CH:3]=[C:4]([CH:18]=[CH:19][C:20]=1[CH3:21])[C:5]([C:7]1[C:16](=[O:17])[C:15]2[C:10](=[CH:11][CH:12]=[CH:13][N:14]=2)[N:9]([CH2:24][C:25]2[CH:30]=[CH:29][CH:28]=[C:27]([CH3:31])[N:26]=2)[CH:8]=1)=[O:6]. (2) The product is: [F:1][C@@H:2]1[CH2:7][CH2:6][NH:5][CH2:4][C@@H:3]1[NH:18][C:19]1[CH:24]=[N:23][CH:22]=[C:21]([C:25]2[CH:26]=[N:27][N:28]3[CH:33]=[CH:32][CH:31]=[CH:30][C:29]=23)[N:20]=1. Given the reactants [F:1][C@@H:2]1[CH2:7][CH2:6][N:5](C(OCC2C=CC=CC=2)=O)[CH2:4][C@@H:3]1[NH:18][C:19]1[CH:24]=[N:23][CH:22]=[C:21]([C:25]2[CH:26]=[N:27][N:28]3[CH:33]=[CH:32][CH:31]=[CH:30][C:29]=23)[N:20]=1.Cl.O, predict the reaction product. (3) The product is: [Cl:15][C:12]1[CH:13]=[CH:14][C:9]([CH2:8][CH:3]([O:21][CH2:20][CH:16]2[CH2:19][CH2:18][CH2:17]2)[C:4]([O:6][CH3:7])=[O:5])=[CH:10][CH:11]=1. Given the reactants [N+](=[C:3]([CH2:8][C:9]1[CH:14]=[CH:13][C:12]([Cl:15])=[CH:11][CH:10]=1)[C:4]([O:6][CH3:7])=[O:5])=[N-].[CH:16]1([CH2:20][OH:21])[CH2:19][CH2:18][CH2:17]1, predict the reaction product. (4) The product is: [CH:28]1(/[CH:33]=[C:34](\[C:38]2[CH:43]=[CH:42][C:41]([S:44]([CH:47]3[CH2:49][CH2:48]3)(=[O:45])=[O:46])=[C:40]([CH:50]3[CH2:51][CH2:52]3)[CH:39]=2)/[C:35]([NH:69][C:66]2[CH:67]=[CH:68][N:64]([CH2:63][CH2:62][CH2:61][OH:60])[N:65]=2)=[O:37])[CH2:32][CH2:31][CH2:30][CH2:29]1. Given the reactants C1(P(C2C=CC=CC=2)C2C=CC=CC=2)C=CC=CC=1.BrN1C(=O)CCC1=O.[CH:28]1(/[CH:33]=[C:34](\[C:38]2[CH:43]=[CH:42][C:41]([S:44]([CH:47]3[CH2:49][CH2:48]3)(=[O:46])=[O:45])=[C:40]([CH:50]3[CH2:52][CH2:51]3)[CH:39]=2)/[C:35]([OH:37])=O)[CH2:32][CH2:31][CH2:30][CH2:29]1.C([O:60][CH2:61][CH2:62][CH2:63][N:64]1[CH:68]=[CH:67][C:66]([NH2:69])=[N:65]1)C1C=CC=CC=1.[OH-].[Na+], predict the reaction product. (5) Given the reactants [C:1]([N:4]1[C:12]2[C:7](=[CH:8][C:9]([C:13](=[O:19])[CH2:14][CH2:15][CH2:16][CH2:17][CH3:18])=[CH:10][CH:11]=2)[CH2:6][C:5]1=[O:20])(=[O:3])[CH3:2].[CH3:21][CH2:22][O:23][C:24](OCC)(OCC)[C:25]1[CH:30]=[CH:29][CH:28]=[CH:27][CH:26]=1, predict the reaction product. The product is: [C:1]([N:4]1[C:12]2[C:7](=[CH:8][C:9]([C:13](=[O:19])[CH2:14][CH2:15][CH2:16][CH2:17][CH3:18])=[CH:10][CH:11]=2)[C:6](=[C:24]([O:23][CH2:22][CH3:21])[C:25]2[CH:30]=[CH:29][CH:28]=[CH:27][CH:26]=2)[C:5]1=[O:20])(=[O:3])[CH3:2]. (6) Given the reactants [CH3:1][C:2]([N:5]1[CH:9]=[C:8]([C:10]([OH:12])=O)[C:7]([CH2:13][CH3:14])=[N:6]1)([CH3:4])[CH3:3].CCCP1(OP(CCC)(=O)OP(CCC)(=O)O1)=O.[NH2:33][C:34]1[CH:35]=[CH:36][C:37]([F:45])=[C:38]([CH:44]=1)[C:39]([NH:41][CH2:42][CH3:43])=[O:40], predict the reaction product. The product is: [CH3:4][C:2]([N:5]1[CH:9]=[C:8]([C:10]([NH:33][C:34]2[CH:35]=[CH:36][C:37]([F:45])=[C:38]([C:39]([NH:41][CH2:42][CH3:43])=[O:40])[CH:44]=2)=[O:12])[C:7]([CH2:13][CH3:14])=[N:6]1)([CH3:1])[CH3:3]. (7) Given the reactants Br[C:2]1[CH:7]=[CH:6][N:5]=[C:4]([C:8]#[N:9])[N:3]=1.C([O-])([O-])=O.[Cs+].[Cs+].[Si]([SH:26])(C(C)C)(C(C)C)C(C)C.[Cl:27][C:28]1[N:33]=[C:32](Cl)[C:31]([CH3:35])=[CH:30][N:29]=1.[F-].C([N+](CCCC)(CCCC)CCCC)CCC, predict the reaction product. The product is: [Cl:27][C:28]1[N:33]=[C:32]([S:26][C:7]2[CH:2]=[N:3][C:4]([C:8]#[N:9])=[N:5][CH:6]=2)[C:31]([CH3:35])=[CH:30][N:29]=1.